Dataset: CYP2C19 inhibition data for predicting drug metabolism from PubChem BioAssay. Task: Regression/Classification. Given a drug SMILES string, predict its absorption, distribution, metabolism, or excretion properties. Task type varies by dataset: regression for continuous measurements (e.g., permeability, clearance, half-life) or binary classification for categorical outcomes (e.g., BBB penetration, CYP inhibition). Dataset: cyp2c19_veith. The molecule is COc1ccc2[nH]c3c(c2c1)CN(C)CC3.Cl. The result is 0 (non-inhibitor).